Dataset: NCI-60 drug combinations with 297,098 pairs across 59 cell lines. Task: Regression. Given two drug SMILES strings and cell line genomic features, predict the synergy score measuring deviation from expected non-interaction effect. (1) Drug 1: CNC(=O)C1=CC=CC=C1SC2=CC3=C(C=C2)C(=NN3)C=CC4=CC=CC=N4. Drug 2: CC1=C(N=C(N=C1N)C(CC(=O)N)NCC(C(=O)N)N)C(=O)NC(C(C2=CN=CN2)OC3C(C(C(C(O3)CO)O)O)OC4C(C(C(C(O4)CO)O)OC(=O)N)O)C(=O)NC(C)C(C(C)C(=O)NC(C(C)O)C(=O)NCCC5=NC(=CS5)C6=NC(=CS6)C(=O)NCCC[S+](C)C)O. Cell line: NCI-H460. Synergy scores: CSS=12.2, Synergy_ZIP=-12.6, Synergy_Bliss=-12.2, Synergy_Loewe=-25.1, Synergy_HSA=-11.0. (2) Drug 1: CC12CCC(CC1=CCC3C2CCC4(C3CC=C4C5=CN=CC=C5)C)O. Drug 2: C(CCl)NC(=O)N(CCCl)N=O. Cell line: OVCAR-4. Synergy scores: CSS=14.0, Synergy_ZIP=0.293, Synergy_Bliss=3.76, Synergy_Loewe=-2.92, Synergy_HSA=1.69.